Dataset: Peptide-MHC class I binding affinity with 185,985 pairs from IEDB/IMGT. Task: Regression. Given a peptide amino acid sequence and an MHC pseudo amino acid sequence, predict their binding affinity value. This is MHC class I binding data. (1) The peptide sequence is YSIPATLLV. The MHC is HLA-A68:02 with pseudo-sequence HLA-A68:02. The binding affinity (normalized) is 0.738. (2) The peptide sequence is KVALYRRIQR. The MHC is HLA-A11:01 with pseudo-sequence HLA-A11:01. The binding affinity (normalized) is 0.529.